Dataset: Catalyst prediction with 721,799 reactions and 888 catalyst types from USPTO. Task: Predict which catalyst facilitates the given reaction. (1) Reactant: N(C(OCC)=O)=NC(OCC)=O.[CH3:13][C:14]([CH3:38])([CH3:37])[CH2:15][O:16][C:17]([NH:19][C@@H:20]([CH2:26][C:27]1[CH:32]=[CH:31][C:30]([OH:33])=[C:29]([N+:34]([O-:36])=[O:35])[CH:28]=1)[C:21]([O:23][CH2:24][CH3:25])=[O:22])=[O:18].O[CH:40]([CH2:62][CH2:63][CH3:64])[CH:41]([C:52]([O:54][CH2:55][C:56]1[CH:61]=[CH:60][CH:59]=[CH:58][CH:57]=1)=[O:53])[C:42]([O:44][CH2:45][C:46]1[CH:51]=[CH:50][CH:49]=[CH:48][CH:47]=1)=[O:43]. Product: [CH3:38][C:14]([CH3:37])([CH3:13])[CH2:15][O:16][C:17]([NH:19][C@H:20]([C:21]([O:23][CH2:24][CH3:25])=[O:22])[CH2:26][C:27]1[CH:32]=[CH:31][C:30]([O:33][C@H:40]([CH2:62][CH2:63][CH3:64])[CH:41]([C:52]([O:54][CH2:55][C:56]2[CH:61]=[CH:60][CH:59]=[CH:58][CH:57]=2)=[O:53])[C:42]([O:44][CH2:45][C:46]2[CH:51]=[CH:50][CH:49]=[CH:48][CH:47]=2)=[O:43])=[C:29]([N+:34]([O-:36])=[O:35])[CH:28]=1)=[O:18]. The catalyst class is: 1. (2) Reactant: [NH2:1][C@H:2]1[CH2:26][CH2:25][C@@:24]2([CH3:27])[C:4](=[CH:5][CH2:6][C@@H:7]3[C@@H:23]2[CH2:22][CH2:21][C@@:20]2([CH3:28])[C@H:8]3[CH2:9][CH2:10][C@@H:11]2[C@H:12]([CH3:19])[CH2:13][CH2:14][CH2:15][CH:16]([CH3:18])[CH3:17])[CH2:3]1.Br[CH2:30][CH2:31][CH2:32][N:33]1[C:37](=[O:38])[C:36]2=[CH:39][CH:40]=[CH:41][CH:42]=[C:35]2[C:34]1=[O:43].C([O-])([O-])=O.[K+].[K+].[CH3:50][C:51]([O:54][C:55](O[C:55]([O:54][C:51]([CH3:53])([CH3:52])[CH3:50])=[O:56])=[O:56])([CH3:53])[CH3:52].CCN(C(C)C)C(C)C. Product: [C:51]([O:54][C:55](=[O:56])[N:1]([C@H:2]1[CH2:26][CH2:25][C@@:24]2([CH3:27])[C:4](=[CH:5][CH2:6][C@@H:7]3[C@@H:23]2[CH2:22][CH2:21][C@@:20]2([CH3:28])[C@H:8]3[CH2:9][CH2:10][C@@H:11]2[C@H:12]([CH3:19])[CH2:13][CH2:14][CH2:15][CH:16]([CH3:18])[CH3:17])[CH2:3]1)[CH2:30][CH2:31][CH2:32][N:33]1[C:37](=[O:38])[C:36]2[C:35](=[CH:42][CH:41]=[CH:40][CH:39]=2)[C:34]1=[O:43])([CH3:53])([CH3:52])[CH3:50]. The catalyst class is: 3. (3) Reactant: [C:1]([C:5]1[CH:6]=[C:7]([NH:46][S:47]([CH3:50])(=[O:49])=[O:48])[C:8]([O:44][CH3:45])=[C:9]([NH:11][C:12]([C:14]2[N:15]([CH3:43])[C:16]3[C:21]([CH:22]=2)=[CH:20][CH:19]=[CH:18][C:17]=3[CH2:23][N:24]2[CH2:29][CH2:28][N:27]([C:30]([CH:32]3[CH2:35][N:34](C(OC(C)(C)C)=O)[CH2:33]3)=[O:31])[CH2:26][CH2:25]2)=[O:13])[CH:10]=1)([CH3:4])([CH3:3])[CH3:2].FC(F)(F)C(O)=O.[OH-].[Na+].[Cl-].[Na+].C(=O)([O-])[O-].[K+].[K+]. Product: [C:1]([C:5]1[CH:6]=[C:7]([NH:46][S:47]([CH3:50])(=[O:49])=[O:48])[C:8]([O:44][CH3:45])=[C:9]([NH:11][C:12]([C:14]2[N:15]([CH3:43])[C:16]3[C:21]([CH:22]=2)=[CH:20][CH:19]=[CH:18][C:17]=3[CH2:23][N:24]2[CH2:25][CH2:26][N:27]([C:30]([CH:32]3[CH2:35][NH:34][CH2:33]3)=[O:31])[CH2:28][CH2:29]2)=[O:13])[CH:10]=1)([CH3:4])([CH3:2])[CH3:3]. The catalyst class is: 4. (4) Reactant: Cl[CH2:2][CH2:3][O:4][C:5]1[CH:14]=[C:13]2[C:8]([C:9]([O:15][C:16]3[C:17]([C:26](=[O:28])[CH3:27])=[N:18][C:19]4[C:24]([CH:25]=3)=[CH:23][CH:22]=[CH:21][CH:20]=4)=[CH:10][CH:11]=[N:12]2)=[CH:7][C:6]=1[O:29][CH3:30].C(=O)([O-])[O-].[K+].[K+].[NH:37]1[CH2:42][CH2:41][O:40][CH2:39][CH2:38]1.O. Product: [CH3:30][O:29][C:6]1[CH:7]=[C:8]2[C:13](=[CH:14][C:5]=1[O:4][CH2:3][CH2:2][N:37]1[CH2:42][CH2:41][O:40][CH2:39][CH2:38]1)[N:12]=[CH:11][CH:10]=[C:9]2[O:15][C:16]1[C:17]([C:26](=[O:28])[CH3:27])=[N:18][C:19]2[C:24]([CH:25]=1)=[CH:23][CH:22]=[CH:21][CH:20]=2. The catalyst class is: 9. (5) Reactant: C([O:5][C:6](=O)[CH:7]([CH:15]([C:19]1[CH:28]=[CH:27][C:22]([C:23]([O:25][CH3:26])=[O:24])=[CH:21][CH:20]=1)[CH2:16][CH2:17][CH3:18])[C:8]1[CH:13]=[CH:12][C:11]([Cl:14])=[CH:10][CH:9]=1)(C)(C)C. Product: [Cl:14][C:11]1[CH:10]=[CH:9][C:8]([CH:7]([CH:15]([C:19]2[CH:20]=[CH:21][C:22]([C:23]([O:25][CH3:26])=[O:24])=[CH:27][CH:28]=2)[CH2:16][CH2:17][CH3:18])[CH2:6][OH:5])=[CH:13][CH:12]=1. The catalyst class is: 1. (6) Reactant: C([O:5][C:6](=[O:29])[CH2:7][NH:8][C:9]([C:11]1[C:12]2[N:13]=[C:14]([O:27]C)[C:15]([O:25]C)=[N:16][C:17]=2[CH:18]=[C:19]([N+:22]([O-:24])=[O:23])[C:20]=1[CH3:21])=[O:10])(C)(C)C.[I-].[Na+].Cl[Si](C)(C)C. Product: [CH3:21][C:20]1[C:19]([N+:22]([O-:24])=[O:23])=[CH:18][C:17]2[NH:16][C:15](=[O:25])[C:14](=[O:27])[NH:13][C:12]=2[C:11]=1[C:9]([NH:8][CH2:7][C:6]([OH:29])=[O:5])=[O:10]. The catalyst class is: 10. (7) Reactant: [Si:1]([O:8][CH2:9][CH2:10][C:11](=[O:13])[CH3:12])([C:4]([CH3:7])([CH3:6])[CH3:5])([CH3:3])[CH3:2].[C:14]1([Mg]Br)[CH:19]=[CH:18][CH:17]=[CH:16][CH:15]=1.CCOCC. Product: [Si:1]([O:8][CH2:9][CH2:10][C:11]([C:14]1[CH:19]=[CH:18][CH:17]=[CH:16][CH:15]=1)([OH:13])[CH3:12])([C:4]([CH3:7])([CH3:6])[CH3:5])([CH3:3])[CH3:2]. The catalyst class is: 1. (8) Product: [Cl:1][C:2]1[CH:3]=[C:4]([N:13]([CH3:20])[CH:14]2[CH2:19][CH2:18][O:17][CH2:16][CH2:15]2)[C:5]([O:11][CH3:12])=[C:6]([CH:10]=1)[C:7]([NH:54][CH2:55][C:56]1[C:57](=[O:64])[NH:58][C:59]([CH3:63])=[CH:60][C:61]=1[CH3:62])=[O:9]. Reactant: [Cl:1][C:2]1[CH:3]=[C:4]([N:13]([CH3:20])[CH:14]2[CH2:19][CH2:18][O:17][CH2:16][CH2:15]2)[C:5]([O:11][CH3:12])=[C:6]([CH:10]=1)[C:7]([OH:9])=O.CN(C(ON1N=NC2C=CC=CC1=2)=[N+](C)C)C.F[P-](F)(F)(F)(F)F.C(N(C(C)C)C(C)C)C.[NH2:54][CH2:55][C:56]1[C:57](=[O:64])[NH:58][C:59]([CH3:63])=[CH:60][C:61]=1[CH3:62]. The catalyst class is: 31. (9) Reactant: [F:1][C:2]1[C:7]([F:8])=[CH:6][CH:5]=[CH:4][C:3]=1[C:9]1[N:30]=[C:12]2[CH:13]=[N:14][N:15]([CH2:17][C:18]3[O:22][N:21]=[C:20]([C:23]4[CH:28]=[CH:27][C:26](I)=[CH:25][CH:24]=4)[CH:19]=3)[CH:16]=[C:11]2[N:10]=1.[I-].[F:32][C:33]([F:38])([F:37])[CH2:34][CH2:35][Zn+].[I-]. Product: [F:1][C:2]1[C:7]([F:8])=[CH:6][CH:5]=[CH:4][C:3]=1[C:9]1[N:30]=[C:12]2[CH:13]=[N:14][N:15]([CH2:17][C:18]3[O:22][N:21]=[C:20]([C:23]4[CH:28]=[CH:27][C:26]([CH2:35][CH2:34][C:33]([F:38])([F:37])[F:32])=[CH:25][CH:24]=4)[CH:19]=3)[CH:16]=[C:11]2[N:10]=1. The catalyst class is: 176.